From a dataset of NCI-60 drug combinations with 297,098 pairs across 59 cell lines. Regression. Given two drug SMILES strings and cell line genomic features, predict the synergy score measuring deviation from expected non-interaction effect. (1) Drug 1: CCC1(CC2CC(C3=C(CCN(C2)C1)C4=CC=CC=C4N3)(C5=C(C=C6C(=C5)C78CCN9C7C(C=CC9)(C(C(C8N6C)(C(=O)OC)O)OC(=O)C)CC)OC)C(=O)OC)O.OS(=O)(=O)O. Drug 2: C(CCl)NC(=O)N(CCCl)N=O. Cell line: HS 578T. Synergy scores: CSS=13.7, Synergy_ZIP=-3.91, Synergy_Bliss=1.95, Synergy_Loewe=0.0949, Synergy_HSA=0.541. (2) Drug 1: C1=CC(=CC=C1C#N)C(C2=CC=C(C=C2)C#N)N3C=NC=N3. Drug 2: CCC1(CC2CC(C3=C(CCN(C2)C1)C4=CC=CC=C4N3)(C5=C(C=C6C(=C5)C78CCN9C7C(C=CC9)(C(C(C8N6C)(C(=O)OC)O)OC(=O)C)CC)OC)C(=O)OC)O.OS(=O)(=O)O. Cell line: NCI/ADR-RES. Synergy scores: CSS=2.02, Synergy_ZIP=1.38, Synergy_Bliss=0.601, Synergy_Loewe=1.99, Synergy_HSA=-4.11.